This data is from Full USPTO retrosynthesis dataset with 1.9M reactions from patents (1976-2016). The task is: Predict the reactants needed to synthesize the given product. (1) Given the product [CH3:13][O:14][C:15]([N:17]1[CH2:18][CH2:19][CH:20]([CH3:27])[C:21](=[O:23])[CH2:22]1)=[O:16], predict the reactants needed to synthesize it. The reactants are: O.C(=O)([O-])[O-].[Na+].[Na+].C(=O)(O)[O-].[Na+].[CH3:13][O:14][C:15]([N:17]1[CH:22]=[C:21]([O:23]C(=O)C)[CH:20]([CH3:27])[CH2:19][CH2:18]1)=[O:16]. (2) Given the product [F:1][C:2]1[CH:10]=[C:6]([CH2:7][OH:8])[CH:5]=[N:4][CH:3]=1, predict the reactants needed to synthesize it. The reactants are: [F:1][C:2]1[CH:3]=[N:4][CH:5]=[C:6]([CH:10]=1)[C:7](O)=[O:8].ClC(OCC)=O.[BH4-].[Na+].O.